From a dataset of Merck oncology drug combination screen with 23,052 pairs across 39 cell lines. Regression. Given two drug SMILES strings and cell line genomic features, predict the synergy score measuring deviation from expected non-interaction effect. (1) Cell line: LOVO. Drug 1: COC1CC2CCC(C)C(O)(O2)C(=O)C(=O)N2CCCCC2C(=O)OC(C(C)CC2CCC(OP(C)(C)=O)C(OC)C2)CC(=O)C(C)C=C(C)C(O)C(OC)C(=O)C(C)CC(C)C=CC=CC=C1C. Drug 2: NC1CCCCC1N.O=C(O)C(=O)O.[Pt+2]. Synergy scores: synergy=-12.6. (2) Drug 1: CC1CC2C3CCC4=CC(=O)C=CC4(C)C3(F)C(O)CC2(C)C1(O)C(=O)CO. Drug 2: O=C(NOCC(O)CO)c1ccc(F)c(F)c1Nc1ccc(I)cc1F. Cell line: A2058. Synergy scores: synergy=3.51. (3) Drug 1: NC1CCCCC1N.O=C(O)C(=O)O.[Pt+2]. Drug 2: CCc1cnn2c(NCc3ccc[n+]([O-])c3)cc(N3CCCCC3CCO)nc12. Cell line: CAOV3. Synergy scores: synergy=-21.1. (4) Drug 1: Cc1nc(Nc2ncc(C(=O)Nc3c(C)cccc3Cl)s2)cc(N2CCN(CCO)CC2)n1. Drug 2: CCc1cnn2c(NCc3ccc[n+]([O-])c3)cc(N3CCCCC3CCO)nc12. Cell line: NCIH1650. Synergy scores: synergy=24.0. (5) Drug 1: COc1cccc2c1C(=O)c1c(O)c3c(c(O)c1C2=O)CC(O)(C(=O)CO)CC3OC1CC(N)C(O)C(C)O1. Drug 2: Cn1nnc2c(C(N)=O)ncn2c1=O. Cell line: CAOV3. Synergy scores: synergy=-0.881. (6) Drug 1: CC(=O)OC1C(=O)C2(C)C(O)CC3OCC3(OC(C)=O)C2C(OC(=O)c2ccccc2)C2(O)CC(OC(=O)C(O)C(NC(=O)c3ccccc3)c3ccccc3)C(C)=C1C2(C)C. Drug 2: N#Cc1ccc(Cn2cncc2CN2CCN(c3cccc(Cl)c3)C(=O)C2)cc1. Cell line: NCIH520. Synergy scores: synergy=6.38. (7) Drug 1: N#Cc1ccc(Cn2cncc2CN2CCN(c3cccc(Cl)c3)C(=O)C2)cc1. Drug 2: Cc1nc(Nc2ncc(C(=O)Nc3c(C)cccc3Cl)s2)cc(N2CCN(CCO)CC2)n1. Cell line: DLD1. Synergy scores: synergy=15.1. (8) Drug 1: O=P1(N(CCCl)CCCl)NCCCO1. Drug 2: CC(C)CC(NC(=O)C(Cc1ccccc1)NC(=O)c1cnccn1)B(O)O. Cell line: COLO320DM. Synergy scores: synergy=3.35.